From a dataset of Full USPTO retrosynthesis dataset with 1.9M reactions from patents (1976-2016). Predict the reactants needed to synthesize the given product. (1) Given the product [NH2:1][C:4]1[N:9]=[CH:8][N:7]=[C:6]([O:10][C:11]2[CH:16]=[CH:15][C:14]([NH:17][C:18](=[O:33])[NH:19][C:20]3[CH:21]=[C:22]([CH:26]=[C:27]([C:29]([F:31])([F:32])[F:30])[CH:28]=3)[C:23]([NH2:25])=[O:24])=[CH:13][CH:12]=2)[CH:5]=1, predict the reactants needed to synthesize it. The reactants are: [N:1]([C:4]1[N:9]=[CH:8][N:7]=[C:6]([O:10][C:11]2[CH:16]=[CH:15][C:14]([NH:17][C:18](=[O:33])[NH:19][C:20]3[CH:21]=[C:22]([CH:26]=[C:27]([C:29]([F:32])([F:31])[F:30])[CH:28]=3)[C:23]([NH2:25])=[O:24])=[CH:13][CH:12]=2)[CH:5]=1)=[N+]=[N-].C(Cl)Cl.CO. (2) Given the product [CH3:16][S:17]([O:1][C@@H:2]([CH:4]1[CH2:5][CH2:6][N:7]([C:10]([O:12][CH:13]([CH3:15])[CH3:14])=[O:11])[CH2:8][CH2:9]1)[CH3:3])(=[O:19])=[O:18], predict the reactants needed to synthesize it. The reactants are: [OH:1][C@@H:2]([CH:4]1[CH2:9][CH2:8][N:7]([C:10]([O:12][CH:13]([CH3:15])[CH3:14])=[O:11])[CH2:6][CH2:5]1)[CH3:3].[CH3:16][S:17](Cl)(=[O:19])=[O:18].CCN(CC)CC. (3) Given the product [C:21]([O:20][C:18]([N:15]1[CH2:16][CH2:17][CH:12]([N:9]2[C:10]3[C:5](=[N:4][CH:3]=[C:2]([Cl:1])[CH:11]=3)[CH2:6][C:7]([CH3:36])([C:28]([O:29][CH2:30][CH3:31])=[O:32])[C:8]2=[O:25])[CH2:13][CH2:14]1)=[O:19])([CH3:22])([CH3:24])[CH3:23], predict the reactants needed to synthesize it. The reactants are: [Cl:1][C:2]1[CH:11]=[C:10]2[C:5]([CH2:6][CH2:7][C:8](=[O:25])[N:9]2[CH:12]2[CH2:17][CH2:16][N:15]([C:18]([O:20][C:21]([CH3:24])([CH3:23])[CH3:22])=[O:19])[CH2:14][CH2:13]2)=[N:4][CH:3]=1.[H-].[Na+].[C:28](=O)([O:32]CC)[O:29][CH2:30][CH3:31].[CH3:36]I. (4) The reactants are: Cl[C:2]1[C:11]([CH3:12])=[C:10]([Cl:13])[C:9]2[C:4](=[CH:5][C:6]([F:15])=[CH:7][C:8]=2[F:14])[N:3]=1.[N:16]1([C:22]2[N:27]=[CH:26][C:25](B3OC(C)(C)C(C)(C)O3)=[CH:24][CH:23]=2)[CH2:21][CH2:20][CH2:19][CH2:18][CH2:17]1.C(=O)([O-])[O-].[K+].[K+]. Given the product [Cl:13][C:10]1[C:9]2[C:4](=[CH:5][C:6]([F:15])=[CH:7][C:8]=2[F:14])[N:3]=[C:2]([C:25]2[CH:26]=[N:27][C:22]([N:16]3[CH2:17][CH2:18][CH2:19][CH2:20][CH2:21]3)=[CH:23][CH:24]=2)[C:11]=1[CH3:12], predict the reactants needed to synthesize it. (5) The reactants are: [C:1]([Si:5]([O:8][CH2:9][CH2:10][CH2:11][C@@H:12]([O:33][CH2:34][C:35]1[CH:40]=[CH:39][C:38]([O:41][CH2:42][CH2:43][CH2:44][C:45]([F:75])([F:74])[C:46]([F:73])([F:72])[C:47]([F:71])([F:70])[C:48]([F:69])([F:68])[C:49]([F:67])([F:66])[C:50]([F:65])([F:64])[C:51]([F:63])([F:62])[C:52]([F:61])([F:60])[C:53]([F:59])([F:58])[C:54]([F:57])([F:56])[F:55])=[CH:37][CH:36]=1)[C@H:13]([CH3:32])[C@@H:14]([O:20][CH2:21][C:22]1[CH:27]=[CH:26][C:25]([O:28][CH3:29])=[C:24]([O:30][CH3:31])[CH:23]=1)[C@@H:15]([CH3:19])/[CH:16]=[CH:17]\I)([CH3:7])[CH3:6])([CH3:4])([CH3:3])[CH3:2].[C:76]1([Zn]I)[CH:81]=[CH:80][CH:79]=[CH:78][CH:77]=1.CCOC(C)=O.CCCCCC. Given the product [C:1]([Si:5]([O:8][CH2:9][CH2:10][CH2:11][C@@H:12]([O:33][CH2:34][C:35]1[CH:40]=[CH:39][C:38]([O:41][CH2:42][CH2:43][CH2:44][C:45]([F:75])([F:74])[C:46]([F:73])([F:72])[C:47]([F:71])([F:70])[C:48]([F:69])([F:68])[C:49]([F:67])([F:66])[C:50]([F:65])([F:64])[C:51]([F:63])([F:62])[C:52]([F:61])([F:60])[C:53]([F:59])([F:58])[C:54]([F:57])([F:56])[F:55])=[CH:37][CH:36]=1)[C@H:13]([CH3:32])[C@@H:14]([O:20][CH2:21][C:22]1[CH:27]=[CH:26][C:25]([O:28][CH3:29])=[C:24]([O:30][CH3:31])[CH:23]=1)[C@@H:15]([CH3:19])/[CH:16]=[CH:17]\[C:76]1[CH:81]=[CH:80][CH:79]=[CH:78][CH:77]=1)([CH3:7])[CH3:6])([CH3:4])([CH3:3])[CH3:2], predict the reactants needed to synthesize it. (6) Given the product [I:1][C:2]1[CH:3]=[CH:4][C:5]2[N:6]([CH:10]=[N:9][N:8]=2)[CH:7]=1, predict the reactants needed to synthesize it. The reactants are: [I:1][C:2]1[CH:3]=[CH:4][C:5]([NH:8][NH2:9])=[N:6][CH:7]=1.[CH:10](OCC)(OCC)OCC. (7) Given the product [CH2:1]([N:8]1[C:16]2[C:11](=[CH:12][C:13]([O:17][CH2:18][CH2:19][N:44]3[CH2:48][CH2:47][CH2:46][CH2:45]3)=[CH:14][CH:15]=2)[C:10]([S:31]([C:34]2[C:43]3[C:38](=[CH:39][CH:40]=[CH:41][CH:42]=3)[CH:37]=[CH:36][CH:35]=2)(=[O:33])=[O:32])=[N:9]1)[C:2]1[CH:7]=[CH:6][CH:5]=[CH:4][CH:3]=1, predict the reactants needed to synthesize it. The reactants are: [CH2:1]([N:8]1[C:16]2[C:11](=[CH:12][C:13]([O:17][CH2:18][CH2:19]OS(C3C=CC(C)=CC=3)(=O)=O)=[CH:14][CH:15]=2)[C:10]([S:31]([C:34]2[C:43]3[C:38](=[CH:39][CH:40]=[CH:41][CH:42]=3)[CH:37]=[CH:36][CH:35]=2)(=[O:33])=[O:32])=[N:9]1)[C:2]1[CH:7]=[CH:6][CH:5]=[CH:4][CH:3]=1.[NH:44]1[CH2:48][CH2:47][CH2:46][CH2:45]1. (8) Given the product [Cl:20][C:14]1[C:15]([Cl:19])=[CH:16][CH:17]=[CH:18][C:13]=1[CH:9]([NH:8][C:6](=[O:7])[O:5][C:1]([CH3:3])([CH3:2])[CH3:4])[CH2:10][OH:11], predict the reactants needed to synthesize it. The reactants are: [C:1]([O:5][C:6]([NH:8][CH:9]([C:13]1[CH:18]=[CH:17][CH:16]=[C:15]([Cl:19])[C:14]=1[Cl:20])[C:10](O)=[O:11])=[O:7])([CH3:4])([CH3:3])[CH3:2].C(N(CC)CC)C.ClC(OCC(C)C)=O.[BH4-].[Na+].C(=O)([O-])O.[Na+]. (9) Given the product [Br:19][C:20]1[S:24][C:23]([C:25](=[NH:29])[N:26]([CH3:28])[CH3:27])=[C:22]([C:30]#[N:31])[CH:21]=1, predict the reactants needed to synthesize it. The reactants are: CCCC[N+](CCCC)(CCCC)CCCC.[F-].[Br:19][C:20]1[S:24][C:23]([C:25](=[NH:29])[N:26]([CH3:28])[CH3:27])=[C:22]([C:30]#[N:31])[C:21]=1[Si](C)(C)C.CCOC(C)=O. (10) Given the product [CH3:6][C:4]([C:3]([O:2][CH:10]1[C@@:9]2([CH3:8])[C:24]([CH3:25])([CH3:23])[C@H:12]([CH2:13][CH2:14]2)[CH2:11]1)=[O:7])=[CH2:5], predict the reactants needed to synthesize it. The reactants are: C[O:2][C:3](=[O:7])[C:4]([CH3:6])=[CH2:5].[CH2:8](OC(=O)C(C)=C)[C:9]1[CH:14]=[CH:13][CH:12]=[CH:11][CH:10]=1.CO[C:23](=O)[C:24](C)=[CH2:25].C(OC(=O)C(C)=C)C1C=CC=CC=1.